Dataset: Full USPTO retrosynthesis dataset with 1.9M reactions from patents (1976-2016). Task: Predict the reactants needed to synthesize the given product. The reactants are: Cl.[NH2:2][NH:3][C:4]([NH2:6])=[O:5].[O:7]=[C:8]1[C:16](=O)[C:15]2[C:10](=[CH:11][CH:12]=[C:13]([S:18][CH2:19][CH2:20][CH2:21][C:22]3[CH:30]=[CH:29][C:25]([C:26]([OH:28])=[O:27])=[CH:24][CH:23]=3)[CH:14]=2)[N:9]1[CH2:31][CH2:32][CH3:33]. Given the product [NH2:6][C:4]([NH:3][N:2]=[C:16]1[C:15]2[C:10](=[CH:11][CH:12]=[C:13]([S:18][CH2:19][CH2:20][CH2:21][C:22]3[CH:23]=[CH:24][C:25]([C:26]([OH:28])=[O:27])=[CH:29][CH:30]=3)[CH:14]=2)[N:9]([CH2:31][CH2:32][CH3:33])[C:8]1=[O:7])=[O:5], predict the reactants needed to synthesize it.